From a dataset of Full USPTO retrosynthesis dataset with 1.9M reactions from patents (1976-2016). Predict the reactants needed to synthesize the given product. Given the product [F:35][CH:5]([F:4])[O:6][C:7]1[CH:12]=[CH:11][C:10]([C:13]2[NH:22][C:16]3[CH:17]=[N:18][NH:19][C:20](=[O:21])[C:15]=3[CH:14]=2)=[CH:9][C:8]=1[O:31][CH:32]([CH3:33])[CH3:34], predict the reactants needed to synthesize it. The reactants are: ClCCl.[F:4][CH:5]([F:35])[O:6][C:7]1[CH:12]=[CH:11][C:10]([C:13]2[N:22](COCC[Si](C)(C)C)[C:16]3[CH:17]=[N:18][NH:19][C:20](=[O:21])[C:15]=3[CH:14]=2)=[CH:9][C:8]=1[O:31][CH:32]([CH3:34])[CH3:33].N.